Dataset: Forward reaction prediction with 1.9M reactions from USPTO patents (1976-2016). Task: Predict the product of the given reaction. (1) Given the reactants Cl.[F:2][C:3]1[CH:8]=[CH:7][C:6]([F:9])=[CH:5][C:4]=1[NH:10][NH2:11].C(=O)([O-])[O-].[K+].[K+].[C:18](OCC)(=[O:26])[C:19]#[C:20][C:21]([O:23][CH2:24][CH3:25])=[O:22].Cl, predict the reaction product. The product is: [F:2][C:3]1[CH:8]=[CH:7][C:6]([F:9])=[CH:5][C:4]=1[N:10]1[C:18]([OH:26])=[CH:19][C:20]([C:21]([O:23][CH2:24][CH3:25])=[O:22])=[N:11]1. (2) Given the reactants F[C:2]1[CH:7]=[CH:6][C:5]([OH:8])=[CH:4][C:3]=1[N+:9]([O-:11])=[O:10].C(N(CC)C(C)C)(C)C.[CH3:21][O:22][C:23]1[CH:29]=[CH:28][C:26]([NH2:27])=[CH:25][CH:24]=1, predict the reaction product. The product is: [CH3:21][O:22][C:23]1[CH:29]=[CH:28][C:26]([NH:27][C:2]2[CH:7]=[CH:6][C:5]([OH:8])=[CH:4][C:3]=2[N+:9]([O-:11])=[O:10])=[CH:25][CH:24]=1. (3) Given the reactants [NH2:1][C:2]1[N:7]=[C:6]([N:8]2[CH2:22][CH2:21][C:11]3([CH2:15][NH:14][C@H:13]([C:16]([O:18]CC)=[O:17])[CH2:12]3)[CH2:10][CH2:9]2)[CH:5]=[C:4]([CH2:23][O:24][C:25]2[CH:30]=[CH:29][C:28]([C:31]3[CH:39]=[C:38]4[C:34]([C:35]([CH3:40])=[N:36][NH:37]4)=[CH:33][CH:32]=3)=[CH:27][CH:26]=2)[N:3]=1.[OH-].[Na+], predict the reaction product. The product is: [NH2:1][C:2]1[N:7]=[C:6]([N:8]2[CH2:9][CH2:10][C:11]3([CH2:15][NH:14][C@H:13]([C:16]([OH:18])=[O:17])[CH2:12]3)[CH2:21][CH2:22]2)[CH:5]=[C:4]([CH2:23][O:24][C:25]2[CH:26]=[CH:27][C:28]([C:31]3[CH:39]=[C:38]4[C:34]([C:35]([CH3:40])=[N:36][NH:37]4)=[CH:33][CH:32]=3)=[CH:29][CH:30]=2)[N:3]=1.